This data is from NCI-60 drug combinations with 297,098 pairs across 59 cell lines. The task is: Regression. Given two drug SMILES strings and cell line genomic features, predict the synergy score measuring deviation from expected non-interaction effect. (1) Drug 1: C(=O)(N)NO. Drug 2: CN(CCCl)CCCl.Cl. Cell line: M14. Synergy scores: CSS=2.47, Synergy_ZIP=-1.06, Synergy_Bliss=2.61, Synergy_Loewe=-6.14, Synergy_HSA=0.160. (2) Drug 1: CCC(=C(C1=CC=CC=C1)C2=CC=C(C=C2)OCCN(C)C)C3=CC=CC=C3.C(C(=O)O)C(CC(=O)O)(C(=O)O)O. Drug 2: CN1C(=O)N2C=NC(=C2N=N1)C(=O)N. Cell line: SN12C. Synergy scores: CSS=0.186, Synergy_ZIP=-0.937, Synergy_Bliss=0.588, Synergy_Loewe=-1.90, Synergy_HSA=-1.45.